This data is from Forward reaction prediction with 1.9M reactions from USPTO patents (1976-2016). The task is: Predict the product of the given reaction. (1) Given the reactants O1[C:5]2([CH2:10][CH2:9][CH:8]([NH:11][C:12](=[O:26])[C:13]3[CH:18]=[CH:17][C:16]([C:19]4[CH:24]=[CH:23][CH:22]=[C:21]([F:25])[CH:20]=4)=[N:15][CH:14]=3)[CH2:7][CH2:6]2)[O:4]CC1.Cl.[OH-].[Na+], predict the reaction product. The product is: [F:25][C:21]1[CH:20]=[C:19]([C:16]2[CH:17]=[CH:18][C:13]([C:12]([NH:11][CH:8]3[CH2:7][CH2:6][C:5](=[O:4])[CH2:10][CH2:9]3)=[O:26])=[CH:14][N:15]=2)[CH:24]=[CH:23][CH:22]=1. (2) Given the reactants Cl.C(OC(=O)[N:8]([CH2:36][CH2:37][C:38]1[CH:43]=[CH:42][CH:41]=[CH:40][CH:39]=1)[C@H:9]([C:11]1[CH:16]=[CH:15][CH:14]=[C:13]([CH2:17][O:18][C:19]2[C:28]3[C:23](=[CH:24][CH:25]=[CH:26][CH:27]=3)[C:22]3=[N:29][N:30]=[C:31]([C:32]([F:35])([F:34])[F:33])[N:21]3[N:20]=2)[N:12]=1)[CH3:10])(C)(C)C, predict the reaction product. The product is: [CH2:36]([NH:8][C@H:9]([C:11]1[CH:16]=[CH:15][CH:14]=[C:13]([CH2:17][O:18][C:19]2[C:28]3[C:23](=[CH:24][CH:25]=[CH:26][CH:27]=3)[C:22]3=[N:29][N:30]=[C:31]([C:32]([F:34])([F:35])[F:33])[N:21]3[N:20]=2)[N:12]=1)[CH3:10])[CH2:37][C:38]1[CH:43]=[CH:42][CH:41]=[CH:40][CH:39]=1. (3) Given the reactants [C:1](Cl)(=[O:4])[CH2:2][CH3:3].[Cl-].[Al+3].[Cl-].[Cl-].[O:10]1[C:14]2[CH:15]=[CH:16][CH:17]=[CH:18][C:13]=2[CH2:12][CH2:11]1.Cl, predict the reaction product. The product is: [O:10]1[C:14]2[CH:15]=[CH:16][C:17]([C:1](=[O:4])[CH2:2][CH3:3])=[CH:18][C:13]=2[CH2:12][CH2:11]1.